Dataset: Reaction yield outcomes from USPTO patents with 853,638 reactions. Task: Predict the reaction yield, written as a fraction of the theoretical maximum amount of product (1.0 means a 100% yield; for example, 0.34 means a 34% yield). (1) The reactants are [C:1]([C:3]1[CH:4]=[N:5][CH:6]=[CH:7][CH:8]=1)#[N:2].[CH3:9][O-:10].[Na+]. The catalyst is CO.O1CCOCC1. The product is [CH3:9][O:10][C:1](=[NH:2])[C:3]1[CH:8]=[CH:7][CH:6]=[N:5][CH:4]=1. The yield is 0.550. (2) The reactants are CCN(C(C)C)C(C)C.[C:10]1([N:16]2[CH:20]=[C:19]([C:21]([OH:23])=O)[CH:18]=[N:17]2)[CH:15]=[CH:14][CH:13]=[CH:12][CH:11]=1.C1C=CC2N(O)N=NC=2C=1.CCN=C=NCCCN(C)C.Cl.[NH2:46][CH2:47][C:48]([N:50]1[CH2:55][CH2:54][N:53]([C:56](=[O:68])[C:57]2[CH:62]=[C:61]([F:63])[CH:60]=[CH:59][C:58]=2[C:64]([F:67])([F:66])[F:65])[CH2:52][CH2:51]1)=[O:49]. The catalyst is CN(C=O)C.O. The product is [F:63][C:61]1[CH:60]=[CH:59][C:58]([C:64]([F:66])([F:65])[F:67])=[C:57]([CH:62]=1)[C:56]([N:53]1[CH2:54][CH2:55][N:50]([C:48](=[O:49])[CH2:47][NH:46][C:21]([C:19]2[CH:18]=[N:17][N:16]([C:10]3[CH:11]=[CH:12][CH:13]=[CH:14][CH:15]=3)[CH:20]=2)=[O:23])[CH2:51][CH2:52]1)=[O:68]. The yield is 0.533. (3) The reactants are CO[C:3]([C:5]1[CH:9]=[C:8]([O:10][CH2:11][C:12]2[C:13]([C:18]3[CH:23]=[CH:22][C:21]([F:24])=[CH:20][N:19]=3)=[N:14][O:15][C:16]=2[CH3:17])[N:7]([CH3:25])[N:6]=1)=[O:4].C[O:27][C:28]([C:30]1[CH:34]=C(OCC2C(C3C=CC=CN=3)=NOC=2C)N(C)[N:31]=1)=O. No catalyst specified. The product is [OH:27][CH2:28][C@@H:30]([NH:31][C:3]([C:5]1[CH:9]=[C:8]([O:10][CH2:11][C:12]2[C:13]([C:18]3[CH:23]=[CH:22][C:21]([F:24])=[CH:20][N:19]=3)=[N:14][O:15][C:16]=2[CH3:17])[N:7]([CH3:25])[N:6]=1)=[O:4])[CH3:34]. The yield is 0.590. (4) The reactants are [N:1]1[CH:6]=[CH:5][CH:4]=[CH:3][C:2]=1[C:7]1[N:11]=[C:10]([C:12]2[CH:17]=[C:16]([C:18]#[N:19])[CH:15]=[C:14](Br)[CH:13]=2)[O:9][N:8]=1.C([Sn](CCCC)(CCCC)[C:26]1[CH:31]=[CH:30][CH:29]=[CH:28][N:27]=1)CCC. The catalyst is O1CCCC1.C1C=CC([P]([Pd]([P](C2C=CC=CC=2)(C2C=CC=CC=2)C2C=CC=CC=2)([P](C2C=CC=CC=2)(C2C=CC=CC=2)C2C=CC=CC=2)[P](C2C=CC=CC=2)(C2C=CC=CC=2)C2C=CC=CC=2)(C2C=CC=CC=2)C2C=CC=CC=2)=CC=1. The product is [N:1]1[CH:6]=[CH:5][CH:4]=[CH:3][C:2]=1[C:7]1[N:11]=[C:10]([C:12]2[CH:13]=[C:14]([C:26]3[CH:31]=[CH:30][CH:29]=[CH:28][N:27]=3)[CH:15]=[C:16]([C:18]#[N:19])[CH:17]=2)[O:9][N:8]=1. The yield is 0.220. (5) The reactants are B(Cl)(Cl)Cl.[CH:5]1([C:8]2[CH:13]=[CH:12][C:11]([CH2:14][C:15]3[CH:20]=[CH:19][CH:18]=[CH:17][C:16]=3[O:21][C@H:22]3[C@H:27]([O:28]CC4C=CC=CC=4)[C@@H:26]([O:36]CC4C=CC=CC=4)[C@H:25]([O:44]CC4C=CC=CC=4)[C:24]([CH2:52][O:53]CC4C=CC=CC=4)=[CH:23]3)=[CH:10][CH:9]=2)[CH2:7][CH2:6]1.CC1C(C)=C(C)C(C)=C(C)C=1.CO. The catalyst is C(Cl)Cl. The product is [CH:5]1([C:8]2[CH:9]=[CH:10][C:11]([CH2:14][C:15]3[CH:20]=[CH:19][CH:18]=[CH:17][C:16]=3[O:21][C@H:22]3[C@H:27]([OH:28])[C@@H:26]([OH:36])[C@H:25]([OH:44])[C:24]([CH2:52][OH:53])=[CH:23]3)=[CH:12][CH:13]=2)[CH2:7][CH2:6]1. The yield is 0.700. (6) The reactants are [NH2:1][C:2]1[NH:6][N:5]=[C:4]([NH:7][C:8]2[CH:13]=[CH:12][CH:11]=[C:10]([Cl:14])[CH:9]=2)[C:3]=1[C:15]([NH2:17])=[O:16].[O:18]1[CH:22]=[CH:21][CH:20]=[C:19]1[CH:23]=O.[BH4-].[Na+]. The yield is 0.380. The catalyst is CCO.N1CCCCC1. The product is [Cl:14][C:10]1[CH:9]=[C:8]([NH:7][C:4]2[C:3]([C:15]([NH2:17])=[O:16])=[C:2]([NH:1][CH2:23][C:19]3[O:18][CH:22]=[CH:21][CH:20]=3)[NH:6][N:5]=2)[CH:13]=[CH:12][CH:11]=1.